From a dataset of Reaction yield outcomes from USPTO patents with 853,638 reactions. Predict the reaction yield, written as a fraction of the theoretical maximum amount of product (1.0 means a 100% yield; for example, 0.34 means a 34% yield). The product is [CH2:30]([O:1][CH2:2][CH2:3][C:4]1[C:12]2[C:11](=[O:13])[N:10]([CH2:14][O:15][CH2:16][CH2:17][Si:18]([CH3:19])([CH3:20])[CH3:21])[N:9]=[CH:8][C:7]=2[N:6]([CH2:22][O:23][CH2:24][CH2:25][Si:26]([CH3:28])([CH3:27])[CH3:29])[CH:5]=1)[CH3:31]. The yield is 0.630. The reactants are [OH:1][CH2:2][CH2:3][C:4]1[C:12]2[C:11](=[O:13])[N:10]([CH2:14][O:15][CH2:16][CH2:17][Si:18]([CH3:21])([CH3:20])[CH3:19])[N:9]=[CH:8][C:7]=2[N:6]([CH2:22][O:23][CH2:24][CH2:25][Si:26]([CH3:29])([CH3:28])[CH3:27])[CH:5]=1.[CH2:30](I)[CH3:31]. No catalyst specified.